Dataset: Full USPTO retrosynthesis dataset with 1.9M reactions from patents (1976-2016). Task: Predict the reactants needed to synthesize the given product. (1) The reactants are: C(OC([N:8]1[C@H:13]([C:14](=[O:24])[NH:15][N:16]2[CH2:21][CH2:20][CH2:19][C:18]([CH3:23])([CH3:22])[CH2:17]2)[CH2:12][C@@H:11]2[C@H:9]1[CH2:10]2)=O)(C)(C)C.[C:25]([OH:31])([C:27]([F:30])([F:29])[F:28])=[O:26]. Given the product [F:28][C:27]([F:30])([F:29])[C:25]([OH:31])=[O:26].[CH3:22][C:18]1([CH3:23])[CH2:19][CH2:20][CH2:21][N:16]([NH:15][C:14]([C@@H:13]2[CH2:12][C@@H:11]3[C@@H:9]([CH2:10]3)[NH:8]2)=[O:24])[CH2:17]1, predict the reactants needed to synthesize it. (2) Given the product [CH3:33][O:32][C:30]([CH:29]1[CH2:34][CH2:35][N:26]([C:2]2[C:11]3[C:6](=[CH:7][N:8]=[CH:9][CH:10]=3)[CH:5]=[C:4]([C:12]3[CH:17]=[CH:16][N:15]=[C:14]([Cl:18])[CH:13]=3)[N:3]=2)[CH2:27][CH2:28]1)=[O:31], predict the reactants needed to synthesize it. The reactants are: Cl[C:2]1[C:11]2[C:6](=[CH:7][N:8]=[CH:9][CH:10]=2)[CH:5]=[C:4]([C:12]2[CH:17]=[CH:16][N:15]=[C:14]([Cl:18])[CH:13]=2)[N:3]=1.CCN(CC)CC.[NH:26]1[CH2:35][CH2:34][CH:29]([C:30]([O:32][CH3:33])=[O:31])[CH2:28][CH2:27]1.CS(C)=O. (3) Given the product [OH:2][C:3]1[CH:12]=[C:11]2[C:6]([CH:7]=[CH:8][N:9]=[C:10]2[N:13]2[CH2:14][CH2:15][N:16]([CH3:19])[CH2:17][CH2:18]2)=[CH:5][CH:4]=1, predict the reactants needed to synthesize it. The reactants are: C[O:2][C:3]1[CH:12]=[C:11]2[C:6]([CH:7]=[CH:8][N:9]=[C:10]2[N:13]2[CH2:18][CH2:17][N:16]([CH3:19])[CH2:15][CH2:14]2)=[CH:5][CH:4]=1.Br.[OH-].[Na+]. (4) The reactants are: [C:1]1([C@@H:7]([NH:9][CH:10]2[CH2:19][CH2:18][C:13]3([O:17][CH2:16][CH2:15][O:14]3)[CH2:12][CH2:11]2)[CH3:8])[CH:6]=[CH:5][CH:4]=[CH:3][CH:2]=1.N1C=CC=CC=1.[F:26][C:27]([F:38])([F:37])[C:28](O[C:28](=[O:29])[C:27]([F:38])([F:37])[F:26])=[O:29]. Given the product [C:1]1([C@@H:7]([N:9]([CH:10]2[CH2:19][CH2:18][C:13]3([O:14][CH2:15][CH2:16][O:17]3)[CH2:12][CH2:11]2)[C:28](=[O:29])[C:27]([F:38])([F:37])[F:26])[CH3:8])[CH:6]=[CH:5][CH:4]=[CH:3][CH:2]=1, predict the reactants needed to synthesize it.